This data is from Full USPTO retrosynthesis dataset with 1.9M reactions from patents (1976-2016). The task is: Predict the reactants needed to synthesize the given product. (1) The reactants are: [Cl:1][C:2]1[CH:7]=[CH:6][C:5]([S:8]([O:10]C)=[O:9])=[CH:4][CH:3]=1.[CH:12]([NH2:14])=[O:13].[NH:15]([CH:19](C)C)[CH:16](C)C. Given the product [S:8](=[N:14][CH:12]=[O:13])(=[O:9])=[O:10].[Cl:1][C:2]1[CH:7]=[CH:6][C:5]([S:8]([CH2:19][N+:15]#[C-:16])(=[O:10])=[O:9])=[CH:4][CH:3]=1, predict the reactants needed to synthesize it. (2) Given the product [C:19]1([CH2:18][O:17][C:15]([NH:14][C:13](=[CH2:12])[C:25]([O:27][CH3:28])=[O:26])=[O:16])[CH:20]=[CH:21][CH:22]=[CH:23][CH:24]=1, predict the reactants needed to synthesize it. The reactants are: CC1C=CC(S(O[CH2:12][C@@H:13]([C:25]([O:27][CH3:28])=[O:26])[NH:14][C:15]([O:17][CH2:18][C:19]2[CH:24]=[CH:23][CH:22]=[CH:21][CH:20]=2)=[O:16])(=O)=O)=CC=1.C(N(CC)CC)C. (3) Given the product [CH2:23]([N:20]1[C:5]2[N:6]=[C:7]([NH:10][CH2:11][CH2:12][CH:13]3[CH2:18][CH2:17][N:16]([CH3:19])[CH2:15][CH2:14]3)[N:8]=[CH:9][C:4]=2[CH:3]=[C:2]([C:31]2[CH:32]=[CH:33][C:28]([S:26]([CH3:25])=[O:27])=[CH:29][CH:30]=2)[C:21]1=[O:22])[CH3:24], predict the reactants needed to synthesize it. The reactants are: Br[C:2]1[C:21](=[O:22])[N:20]([CH2:23][CH3:24])[C:5]2[N:6]=[C:7]([NH:10][CH2:11][CH2:12][CH:13]3[CH2:18][CH2:17][N:16]([CH3:19])[CH2:15][CH2:14]3)[N:8]=[CH:9][C:4]=2[CH:3]=1.[CH3:25][S:26]([C:28]1[CH:33]=[CH:32][C:31](B(O)O)=[CH:30][CH:29]=1)=[O:27].P([O-])([O-])([O-])=O.[K+].[K+].[K+]. (4) Given the product [Cl:1][C:2]1[CH:3]=[CH:4][C:5]([C@@:8]([NH:38][C:39](=[O:51])[C:40]2[CH:45]=[CH:44][C:43]([F:46])=[C:42]([C:47]([F:50])([F:48])[F:49])[CH:41]=2)([C:24]2[CH:29]=[C:28]([O:30][C:31]([F:36])([F:35])[CH:32]([F:33])[F:34])[CH:27]=[C:26]([F:37])[CH:25]=2)[CH2:9][C:10]2[CH:11]=[CH:12][C:13]([CH2:16][CH2:17][CH2:18][C:19]([OH:21])=[O:20])=[CH:14][CH:15]=2)=[N:6][CH:7]=1, predict the reactants needed to synthesize it. The reactants are: [Cl:1][C:2]1[CH:3]=[CH:4][C:5]([C@@:8]([NH:38][C:39](=[O:51])[C:40]2[CH:45]=[CH:44][C:43]([F:46])=[C:42]([C:47]([F:50])([F:49])[F:48])[CH:41]=2)([C:24]2[CH:29]=[C:28]([O:30][C:31]([F:36])([F:35])[CH:32]([F:34])[F:33])[CH:27]=[C:26]([F:37])[CH:25]=2)[CH2:9][C:10]2[CH:15]=[CH:14][C:13]([CH2:16][CH2:17][CH2:18][C:19]([O:21]CC)=[O:20])=[CH:12][CH:11]=2)=[N:6][CH:7]=1.[Li+].[OH-]. (5) Given the product [Cl:1][C:2]1[N:10]=[C:9]2[C:5]([N:6]=[C:7]([C:17]3([OH:21])[CH2:20][O:19][CH2:18]3)[NH:8]2)=[C:4]([N:22]2[CH2:23][CH2:24][O:25][CH2:26][CH2:27]2)[N:3]=1, predict the reactants needed to synthesize it. The reactants are: [Cl:1][C:2]1[N:10]=[C:9]2[C:5]([N:6]=[C:7]([C:17]3([OH:21])[CH2:20][O:19][CH2:18]3)[N:8]2C2CCCCO2)=[C:4]([N:22]2[CH2:27][CH2:26][O:25][CH2:24][CH2:23]2)[N:3]=1.C1(C)C=CC(S(O)(=O)=O)=CC=1. (6) Given the product [Si:31]([O:30][C:13]([C:10]1[CH:9]=[CH:8][C:7]([F:6])=[CH:12][CH:11]=1)([CH:2]([CH3:1])[CH2:3][CH3:4])[C:14]([OH:16])=[O:15])([C:44]([CH3:46])([CH3:45])[CH3:47])([C:38]1[CH:39]=[CH:40][CH:41]=[CH:42][CH:43]=1)[C:32]1[CH:37]=[CH:36][CH:35]=[CH:34][CH:33]=1, predict the reactants needed to synthesize it. The reactants are: [CH2:1]([Li])[CH2:2][CH2:3][CH3:4].[F:6][C:7]1[CH:12]=[CH:11][C:10]([CH2:13][C:14]([OH:16])=[O:15])=[CH:9][CH:8]=1.C1(C)C=CC(S(OC(C)CC[O:30][Si:31]([C:44]([CH3:47])([CH3:46])[CH3:45])([C:38]2[CH:43]=[CH:42][CH:41]=[CH:40][CH:39]=2)[C:32]2[CH:37]=[CH:36][CH:35]=[CH:34][CH:33]=2)(=O)=O)=CC=1.Cl. (7) Given the product [Br:17][CH2:1][C:2]1[CH:3]=[CH:4][C:5]([C:6]([C:8]2[CH:13]=[CH:12][C:11]([F:14])=[CH:10][CH:9]=2)=[O:7])=[CH:15][CH:16]=1, predict the reactants needed to synthesize it. The reactants are: [CH3:1][C:2]1[CH:16]=[CH:15][C:5]([C:6]([C:8]2[CH:13]=[CH:12][C:11]([F:14])=[CH:10][CH:9]=2)=[O:7])=[CH:4][CH:3]=1.[Br:17]N1C(=O)CCC1=O.C(OOC(=O)C1C=CC=CC=1)(=O)C1C=CC=CC=1. (8) Given the product [NH2:1][C:2]1[C:3]2[N:4]([C:8]([C@H:25]3[CH2:30][CH2:29][C@H:28]([CH2:31][OH:32])[CH2:27][CH2:26]3)=[N:9][C:10]=2[C:11]2[CH:16]=[CH:15][CH:14]=[C:13]([O:17][CH2:18][C:19]3[CH:20]=[CH:21][CH:22]=[CH:23][CH:24]=3)[CH:12]=2)[CH:5]=[CH:6][N:7]=1, predict the reactants needed to synthesize it. The reactants are: [NH2:1][C:2]1[C:3]2[N:4]([C:8]([CH:25]3[CH2:30][CH2:29][CH:28]([C:31](N)=[O:32])[CH2:27][CH2:26]3)=[N:9][C:10]=2[C:11]2[CH:16]=[CH:15][CH:14]=[C:13]([O:17][CH2:18][C:19]3[CH:24]=[CH:23][CH:22]=[CH:21][CH:20]=3)[CH:12]=2)[CH:5]=[CH:6][N:7]=1.C(OC1C=C(C2N=C(C3CCC(CO)CC3)N3C=CN=C(Cl)C=23)C=CC=1)C1C=CC=CC=1.